This data is from Forward reaction prediction with 1.9M reactions from USPTO patents (1976-2016). The task is: Predict the product of the given reaction. Given the reactants CO[C:3]([C:5]1[C:9]([CH3:10])=[CH:8][N:7]([C:11]2[N:16]=[CH:15][CH:14]=[CH:13][N:12]=2)[CH:6]=1)=[O:4].[NH2:17][C:18]([NH2:20])=[NH:19], predict the reaction product. The product is: [CH3:10][C:9]1[C:5]([C:3]([NH:19][C:18]([NH2:20])=[NH:17])=[O:4])=[CH:6][N:7]([C:11]2[N:16]=[CH:15][CH:14]=[CH:13][N:12]=2)[CH:8]=1.